Dataset: Full USPTO retrosynthesis dataset with 1.9M reactions from patents (1976-2016). Task: Predict the reactants needed to synthesize the given product. The reactants are: [Br:1][C:2]1[CH:3]=[CH:4][C:5]2[O:9][CH2:8][CH:7]([CH2:10][C:11](O)=[O:12])[C:6]=2[CH:14]=1.B. Given the product [OH:12][CH2:11][CH2:10][CH:7]1[C:6]2[CH:14]=[C:2]([Br:1])[CH:3]=[CH:4][C:5]=2[O:9][CH2:8]1, predict the reactants needed to synthesize it.